The task is: Predict the product of the given reaction.. This data is from Forward reaction prediction with 1.9M reactions from USPTO patents (1976-2016). (1) Given the reactants C1C=CC(P(C2C(C3C(P(C4C=CC=CC=4)C4C=CC=CC=4)=CC=C4C=3C=CC=C4)=C3C(C=CC=C3)=CC=2)C2C=CC=CC=2)=CC=1.CC(C)([O-])C.[Na+].[C:53](=[NH:66])([C:60]1[CH:65]=[CH:64][CH:63]=[CH:62][CH:61]=1)[C:54]1[CH:59]=[CH:58][CH:57]=[CH:56][CH:55]=1.Br[C:68]1[CH:69]=[C:70]2[C:74](=[C:75]([F:77])[CH:76]=1)[C:73]([CH3:79])([CH3:78])[CH2:72][CH2:71]2, predict the reaction product. The product is: [F:77][C:75]1[CH:76]=[C:68]([N:66]=[C:53]([C:60]2[CH:61]=[CH:62][CH:63]=[CH:64][CH:65]=2)[C:54]2[CH:59]=[CH:58][CH:57]=[CH:56][CH:55]=2)[CH:69]=[C:70]2[C:74]=1[C:73]([CH3:79])([CH3:78])[CH2:72][CH2:71]2. (2) Given the reactants [Si]([O:18][CH2:19][C:20]1[C:21]([N:35]2[CH2:40][C@H:39]([CH3:41])[O:38][C@H:37]([CH3:42])[CH2:36]2)=[C:22]([F:34])[C:23]2[O:27][N:26]=[C:25]([C:28](OCC)=[O:29])[C:24]=2[CH:33]=1)(C(C)(C)C)(C1C=CC=CC=1)C1C=CC=CC=1.[F:43][C:44]1([F:50])[CH2:49][CH2:48][NH:47][CH2:46][CH2:45]1, predict the reaction product. The product is: [F:43][C:44]1([F:50])[CH2:49][CH2:48][N:47]([C:28]([C:25]2[C:24]3[CH:33]=[C:20]([CH2:19][OH:18])[C:21]([N:35]4[CH2:36][C@H:37]([CH3:42])[O:38][C@H:39]([CH3:41])[CH2:40]4)=[C:22]([F:34])[C:23]=3[O:27][N:26]=2)=[O:29])[CH2:46][CH2:45]1. (3) Given the reactants [C:1]1([S:7]([N:10]2[C:14]3[CH:15]=[N:16][C:17]([C:20]#[N:21])=[C:18]([OH:19])[C:13]=3[C:12]3[CH:22]=[C:23]([Br:26])[CH:24]=[N:25][C:11]2=3)(=[O:9])=[O:8])[CH:6]=[CH:5][CH:4]=[CH:3][CH:2]=1.[H-].[Na+].I[CH2:30][CH3:31], predict the reaction product. The product is: [C:1]1([S:7]([N:10]2[C:14]3[CH:15]=[N:16][C:17]([C:20]#[N:21])=[C:18]([O:19][CH2:30][CH3:31])[C:13]=3[C:12]3[CH:22]=[C:23]([Br:26])[CH:24]=[N:25][C:11]2=3)(=[O:8])=[O:9])[CH:2]=[CH:3][CH:4]=[CH:5][CH:6]=1. (4) Given the reactants Cl.C(O)C.C(OC([NH:12][C@H:13]1[CH2:18][C@H:17]([C:19]([OH:22])([CH3:21])[CH3:20])[CH2:16][CH2:15][C@H:14]1[NH:23][C:24]([C:26]1[NH:27][C:28]2[C:33]([CH:34]=1)=[CH:32][C:31]([Cl:35])=[CH:30][CH:29]=2)=[O:25])=O)(C)(C)C, predict the reaction product. The product is: [ClH:35].[Cl:35][C:31]1[CH:32]=[C:33]2[C:28](=[CH:29][CH:30]=1)[NH:27][C:26]([C:24]([NH:23][C@@H:14]1[CH2:15][CH2:16][C@@H:17]([C:19]([OH:22])([CH3:21])[CH3:20])[CH2:18][C@@H:13]1[NH2:12])=[O:25])=[CH:34]2.